This data is from Forward reaction prediction with 1.9M reactions from USPTO patents (1976-2016). The task is: Predict the product of the given reaction. (1) Given the reactants [Br:1][C:2]1[C:10]2[O:9][CH:8]([C:11]([OH:13])=[O:12])[O:7][C:6]=2[CH:5]=[C:4]([Cl:14])[CH:3]=1.[CH3:15][Si](C=[N+]=[N-])(C)C, predict the reaction product. The product is: [CH3:15][O:12][C:11]([CH:8]1[O:7][C:6]2[CH:5]=[C:4]([Cl:14])[CH:3]=[C:2]([Br:1])[C:10]=2[O:9]1)=[O:13]. (2) The product is: [Cl:7][C:8]1[CH:16]=[C:12]([C:13]([N:32]2[CH:26]3[CH2:31][CH2:30][CH:29]2[CH2:28][CH2:27]3)=[O:15])[CH:11]=[N:10][C:9]=1[Cl:17]. Given the reactants C(Cl)(=O)C(Cl)=O.[Cl:7][C:8]1[C:9]([Cl:17])=[N:10][CH:11]=[C:12]([CH:16]=1)[C:13]([OH:15])=O.Cl.O1CCOCC1.Cl.[CH:26]12[NH:32][CH:29]([CH2:30][CH2:31]1)[CH2:28][CH2:27]2.C(N(CC)CC)C, predict the reaction product. (3) The product is: [C:24]([O:23][C:22](=[O:28])[NH:21][C:15]1([CH3:14])[CH2:20][CH2:19][CH2:18][N:17]([C:2]2[C:7]([N+:8]([O-:10])=[O:9])=[CH:6][N:5]=[C:4]3[CH2:11][CH2:12][CH2:13][C:3]=23)[CH2:16]1)([CH3:27])([CH3:25])[CH3:26]. Given the reactants Cl[C:2]1[C:7]([N+:8]([O-:10])=[O:9])=[CH:6][N:5]=[C:4]2[CH2:11][CH2:12][CH2:13][C:3]=12.[CH3:14][C:15]1([NH:21][C:22](=[O:28])[O:23][C:24]([CH3:27])([CH3:26])[CH3:25])[CH2:20][CH2:19][CH2:18][NH:17][CH2:16]1.C(N(CC)CC)C, predict the reaction product. (4) Given the reactants [CH3:1][C:2]1([CH3:11])[C:6]2([CH3:10])[CH:7]([OH:9])[CH2:8][CH:3]1[CH2:4][CH2:5]2.[CH:12](OC(=O)CC)=[CH2:13], predict the reaction product. The product is: [C:6]12([CH3:10])[C:2]([CH3:11])([CH3:1])[CH:3]([CH2:4][CH2:5]1)[CH2:8][CH:7]2[O:9][CH:12]=[CH2:13]. (5) Given the reactants [C:1]([C:3]1[CH:10]=[CH:9][C:6]([CH2:7][OH:8])=[CH:5][CH:4]=1)#[CH:2].C(N(CC)CC)C.[S:18](Cl)([CH3:21])(=[O:20])=[O:19], predict the reaction product. The product is: [CH3:21][S:18]([O:8][CH2:7][C:6]1[CH:9]=[CH:10][C:3]([C:1]#[CH:2])=[CH:4][CH:5]=1)(=[O:20])=[O:19]. (6) Given the reactants [Br:1][C:2]1[CH:3]=[C:4]2[C@@:10]3([CH2:14][CH2:13][N:12]([C:15]([O:17][C:18](C)(C)C)=[O:16])[CH2:11]3)[CH2:9][NH:8][C:5]2=[CH:6][CH:7]=1.[NH2:22][C:23]1[S:24][C:25]([S:28][CH2:29][C:30]([O:32][CH2:33][CH3:34])=[O:31])=[CH:26][N:27]=1.Cl.NC1SC(Cl)=CN=1.Cl[C:44](OC)=[O:45], predict the reaction product. The product is: [Br:1][C:2]1[CH:3]=[C:4]2[C@@:10]3([CH2:14][CH2:13][N:12]([C:15]([O:17][CH3:18])=[O:16])[CH2:11]3)[CH2:9][N:8]([C:44](=[O:45])[NH:22][C:23]3[S:24][C:25]([S:28][CH2:29][C:30]([O:32][CH2:33][CH3:34])=[O:31])=[CH:26][N:27]=3)[C:5]2=[CH:6][CH:7]=1.